From a dataset of Catalyst prediction with 721,799 reactions and 888 catalyst types from USPTO. Predict which catalyst facilitates the given reaction. (1) Product: [CH3:12][O:11][C:8]1[CH:9]=[CH:10][C:2]2[NH:1][C:15](=[O:16])[O:5][C:4](=[O:6])[C:3]=2[CH:7]=1. The catalyst class is: 6. Reactant: [NH2:1][C:2]1[CH:10]=[CH:9][C:8]([O:11][CH3:12])=[CH:7][C:3]=1[C:4]([OH:6])=[O:5].C1C[O:16][CH2:15]C1.ClC(Cl)(OC(=O)OC(Cl)(Cl)Cl)Cl. (2) Reactant: [Br:1]N1C(=O)CCC1=O.[CH2:9]([O:11][C:12]([C:14]1[NH:15][C:16]([CH3:20])=[CH:17][C:18]=1[CH3:19])=[O:13])[CH3:10].C(=O)([O-])[O-].[K+].[K+]. Product: [CH2:9]([O:11][C:12]([C:14]1[NH:15][C:16]([CH3:20])=[C:17]([Br:1])[C:18]=1[CH3:19])=[O:13])[CH3:10]. The catalyst class is: 47. (3) The catalyst class is: 14. Product: [F:1][C:2]1[C:7]([F:8])=[C:6]([N:9]2[CH2:10][CH2:11][O:12][CH2:13][CH2:14]2)[CH:5]=[CH:4][C:3]=1[N:15]1[CH:20]=[C:19]([O:21][CH3:22])[C:18](=[O:23])[C:17]([C:24]([OH:26])=[O:25])=[N:16]1. Reactant: [F:1][C:2]1[C:7]([F:8])=[C:6]([N:9]2[CH2:14][CH2:13][O:12][CH2:11][CH2:10]2)[CH:5]=[CH:4][C:3]=1[N:15]1[CH:20]=[C:19]([O:21][CH3:22])[C:18](=[O:23])[C:17]([C:24]([O:26]C)=[O:25])=[N:16]1.[OH-].[Na+].Cl. (4) Reactant: C(=O)([O-])[O-].[Cs+].[Cs+].[OH:7][C:8]1[CH:9]=[C:10]([CH:15]=[C:16]([O:18][CH2:19][C:20]2[CH:25]=[CH:24][CH:23]=[CH:22][CH:21]=2)[CH:17]=1)[C:11]([O:13][CH3:14])=[O:12].[Cl:26][C:27]1[C:28](F)=[C:29]([CH:37]=[CH:38][C:39]=1F)[C:30]([N:32]([CH2:34][CH2:35][OH:36])[CH3:33])=[O:31].S(Cl)(Cl)=O. Product: [Cl:26][C:27]1[C:28]2[O:36][CH2:35][CH2:34][N:32]([CH3:33])[C:30](=[O:31])[C:29]=2[CH:37]=[CH:38][C:39]=1[O:7][C:8]1[CH:9]=[C:10]([CH:15]=[C:16]([O:18][CH2:19][C:20]2[CH:25]=[CH:24][CH:23]=[CH:22][CH:21]=2)[CH:17]=1)[C:11]([O:13][CH3:14])=[O:12]. The catalyst class is: 382. (5) Reactant: [NH2:1][C:2]1[CH:3]=[CH:4][C:5](Br)=[C:6]([CH:11]=1)[C:7]([O:9][CH3:10])=[O:8].[C:13]1(B(O)O)[CH:18]=[CH:17][CH:16]=[CH:15][CH:14]=1.C(=O)([O-])[O-].[K+].[K+].Cl. Product: [NH2:1][C:2]1[CH:11]=[C:6]([C:7]([O:9][CH3:10])=[O:8])[C:5]([C:13]2[CH:18]=[CH:17][CH:16]=[CH:15][CH:14]=2)=[CH:4][CH:3]=1. The catalyst class is: 70. (6) Reactant: [Cl:1][C:2]1[CH:7]=[CH:6][C:5]([CH:8]([C:20]2[CH:21]=[C:22]([CH:26]=[CH:27][CH:28]=2)[C:23]([OH:25])=O)[CH2:9][C:10]([C:12]2[CH:17]=[CH:16][C:15](=[O:18])[N:14]([CH3:19])[CH:13]=2)=[O:11])=[C:4]([F:29])[CH:3]=1.[NH:30]1[CH2:35][CH2:34][O:33][CH2:32][CH2:31]1.F[P-](F)(F)(F)(F)F.N1(O[P+](N(C)C)(N(C)C)N(C)C)C2C=CC=CC=2N=N1. Product: [Cl:1][C:2]1[CH:7]=[CH:6][C:5]([CH:8]([C:20]2[CH:28]=[CH:27][CH:26]=[C:22]([C:23]([N:30]3[CH2:35][CH2:34][O:33][CH2:32][CH2:31]3)=[O:25])[CH:21]=2)[CH2:9][C:10]([C:12]2[CH:17]=[CH:16][C:15](=[O:18])[N:14]([CH3:19])[CH:13]=2)=[O:11])=[C:4]([F:29])[CH:3]=1. The catalyst class is: 7. (7) Reactant: Cl.Cl[CH2:3][CH2:4][NH:5][CH2:6][CH2:7]Cl.[I-].[Na+].[CH2:11]([N:18]1[CH2:23][CH2:22][N:21]([C:24]2[CH:30]=[CH:29][C:27]([NH2:28])=[CH:26][CH:25]=2)[CH2:20][CH2:19]1)[C:12]1[CH:17]=[CH:16][CH:15]=[CH:14][CH:13]=1. Product: [CH2:11]([N:18]1[CH2:19][CH2:20][N:21]([C:24]2[CH:25]=[CH:26][C:27]([N:28]3[CH2:7][CH2:6][NH:5][CH2:4][CH2:3]3)=[CH:29][CH:30]=2)[CH2:22][CH2:23]1)[C:12]1[CH:13]=[CH:14][CH:15]=[CH:16][CH:17]=1. The catalyst class is: 5. (8) Reactant: [NH2:1][CH:2]([CH2:19][C:20]1[CH:25]=[CH:24][CH:23]=[C:22]([O:26][C:27]([F:32])([F:31])[CH:28]([F:30])[F:29])[CH:21]=1)[CH:3]([C:5]1[CH:10]=[CH:9][C:8]([O:11][CH2:12][C:13]2[CH:18]=[CH:17][CH:16]=[CH:15][CH:14]=2)=[CH:7][CH:6]=1)[OH:4].[C:33]1([C:44](O)=[O:45])[CH:34]=[CH:35][CH:36]=[C:37]2[CH2:43][CH2:42][CH2:41][CH:40]=[CH:39][C:38]=12.Cl.C(N=C=NCCCN(C)C)C.O.ON1C2C=CC=CC=2N=N1. Product: [CH2:12]([O:11][C:8]1[CH:7]=[CH:6][C:5]([CH:3]([OH:4])[CH:2]([NH:1][C:44]([C:33]2[CH:34]=[CH:35][CH:36]=[C:37]3[CH2:43][CH2:42][CH2:41][CH:40]=[CH:39][C:38]=23)=[O:45])[CH2:19][C:20]2[CH:25]=[CH:24][CH:23]=[C:22]([O:26][C:27]([F:31])([F:32])[CH:28]([F:29])[F:30])[CH:21]=2)=[CH:10][CH:9]=1)[C:13]1[CH:14]=[CH:15][CH:16]=[CH:17][CH:18]=1. The catalyst class is: 47. (9) Reactant: [NH:1]1[CH2:5][CH2:4][CH2:3][C@H:2]1[CH2:6][N:7]1[CH2:11][CH2:10][CH2:9][CH2:8]1.CN1CCOCC1.[Br:19][C:20]1[CH:28]=[CH:27][C:23]([C:24](Cl)=[O:25])=[C:22]([F:29])[CH:21]=1. Product: [Br:19][C:20]1[CH:28]=[CH:27][C:23]([C:24]([N:1]2[CH2:5][CH2:4][CH2:3][CH:2]2[CH2:6][N:7]2[CH2:11][CH2:10][CH2:9][CH2:8]2)=[O:25])=[C:22]([F:29])[CH:21]=1. The catalyst class is: 4.